Dataset: Forward reaction prediction with 1.9M reactions from USPTO patents (1976-2016). Task: Predict the product of the given reaction. (1) Given the reactants [Br:1][C:2]1[CH:3]=[C:4]2[C:9]3=[C:10]([NH:12][C:13](=[O:14])[N:8]3[CH2:7][CH2:6][CH2:5]2)[CH:11]=1.[Br:15]N1C(=O)CCC1=O.O, predict the reaction product. The product is: [Br:15][C:3]1[C:2]([Br:1])=[CH:11][C:10]2[NH:12][C:13](=[O:14])[N:8]3[C:9]=2[C:4]=1[CH2:5][CH2:6][CH2:7]3. (2) Given the reactants [C:1]1([CH3:7])[CH:6]=[CH:5][CH:4]=[CH:3][CH:2]=1.C(Br)C1C=CC=CC=1.[N-:16]=[N+:17]=[N-:18].[Na+].[C:20]([O:24][CH2:25][CH3:26])(=[O:23])[CH:21]=[CH2:22], predict the reaction product. The product is: [CH2:7]([N:16]1[CH:22]=[C:21]([C:20]([O:24][CH2:25][CH3:26])=[O:23])[N:18]=[N:17]1)[C:1]1[CH:6]=[CH:5][CH:4]=[CH:3][CH:2]=1. (3) Given the reactants C(C1C=C(C=C(C(C)(C)C)C=1)[CH2:8][N:9]1[C:14]2[CH:15]=[C:16]([CH:19]=C3SC(=S)NC3=O)[CH:17]=[CH:18][C:13]=2[O:12][CH2:11][CH2:10]1)(C)(C)C.C(N(CC)CC)C.[CH:41]1[C:50]2[C:45](=[CH:46][CH:47]=[CH:48][CH:49]=2)[CH:44]=[CH:43][C:42]=1CC(Cl)=O.[N-]=[C:56]=[O:57].C(=O)(O)[O-:59].[Na+], predict the reaction product. The product is: [CH:46]1[C:45]2[C:50](=[CH:41][CH:42]=[CH:43][CH:44]=2)[CH:49]=[CH:48][C:47]=1[C:56](=[O:57])[CH2:8][N:9]1[C:14]2[CH:15]=[C:16]([CH:19]=[O:59])[CH:17]=[CH:18][C:13]=2[O:12][CH2:11][CH2:10]1. (4) Given the reactants C([N:8]1[CH2:12][C@@H:11]([CH:13]2[CH2:15][CH2:14]2)[C@H:10]([C:16]([O:18][CH2:19][CH3:20])=[O:17])[CH2:9]1)C1C=CC=CC=1.[CH3:33][C:32]([O:31][C:29](O[C:29]([O:31][C:32]([CH3:35])([CH3:34])[CH3:33])=[O:30])=[O:30])([CH3:35])[CH3:34], predict the reaction product. The product is: [CH:13]1([C@@H:11]2[CH2:12][N:8]([C:29]([O:31][C:32]([CH3:33])([CH3:34])[CH3:35])=[O:30])[CH2:9][C@H:10]2[C:16]([O:18][CH2:19][CH3:20])=[O:17])[CH2:14][CH2:15]1. (5) Given the reactants [C:1]([O:5][C:6]([NH:8][C@@H:9]([CH:13]([CH3:15])[CH3:14])[C:10]([OH:12])=O)=[O:7])([CH3:4])([CH3:3])[CH3:2].CN(C(ON1N=NC2C=CC=CC1=2)=[N+](C)C)C.[B-](F)(F)(F)F.C[N:39]1[CH2:44][CH2:43][O:42]C[CH2:40]1.Cl.N1CC(O)C1, predict the reaction product. The product is: [OH:42][CH:43]1[CH2:44][N:39]([C:10](=[O:12])[C@@H:9]([NH:8][C:6](=[O:7])[O:5][C:1]([CH3:2])([CH3:3])[CH3:4])[CH:13]([CH3:15])[CH3:14])[CH2:40]1.